Dataset: Catalyst prediction with 721,799 reactions and 888 catalyst types from USPTO. Task: Predict which catalyst facilitates the given reaction. (1) Reactant: Br[C:2]1[S:3][C:4]([S:17](=[O:24])(=[O:23])[NH:18][CH2:19][CH2:20][CH2:21][OH:22])=[CH:5][C:6]=1[C:7]1[S:11][C:10]([NH:12][C:13](=[O:15])[CH3:14])=[N:9][C:8]=1[CH3:16].C([Li])CCC. Product: [OH:22][CH2:21][CH2:20][CH2:19][NH:18][S:17]([C:4]1[S:3][CH:2]=[C:6]([C:7]2[S:11][C:10]([NH:12][C:13](=[O:15])[CH3:14])=[N:9][C:8]=2[CH3:16])[CH:5]=1)(=[O:23])=[O:24]. The catalyst class is: 1. (2) Reactant: [CH3:1][O:2][C:3]1[CH:4]=[C:5](/[CH:13]=[CH:14]/[C:15]2[CH:20]=[CH:19][CH:18]=[CH:17][CH:16]=2)[CH:6]=[C:7]([O:11][CH3:12])[C:8]=1[CH2:9][CH3:10].[CH3:21][O:22][C:23]1[CH:24]=[C:25](/[CH:32]=[CH:33]/[C:34]2[CH:39]=[CH:38][CH:37]=[CH:36][CH:35]=2)[CH:26]=[C:27]([O:30][CH3:31])[C:28]=1Br.C(I)C. Product: [CH3:12][O:11][C:7]1[CH:6]=[C:5](/[CH:13]=[CH:14]/[C:15]2[CH:16]=[CH:17][CH:18]=[CH:19][CH:20]=2)[CH:4]=[C:3]([O:2][CH3:1])[C:8]=1[CH2:9][CH3:10].[CH3:31][O:30][C:27]1[CH:26]=[C:25](/[CH:32]=[CH:33]/[C:34]2[CH:39]=[CH:38][CH:37]=[CH:36][CH:35]=2)[CH:24]=[C:23]([O:22][CH3:21])[CH:28]=1. The catalyst class is: 20.